From a dataset of Forward reaction prediction with 1.9M reactions from USPTO patents (1976-2016). Predict the product of the given reaction. (1) The product is: [Br:5][C:6]1[CH:11]=[CH:10][C:9]([S:12][C:13]([F:16])([F:15])[F:14])=[CH:8][C:7]=1[S:3][CH2:1][CH3:2]. Given the reactants [CH2:1]([S-:3])[CH3:2].[Na+].[Br:5][C:6]1[CH:11]=[CH:10][C:9]([S:12][C:13]([F:16])([F:15])[F:14])=[CH:8][C:7]=1F.C1COCC1.C(=O)(O)[O-].[Na+], predict the reaction product. (2) Given the reactants [I:1][C:2]1[CH:7]=[CH:6][CH:5]=[CH:4][C:3]=1[CH2:8][CH:9]([NH:15][CH3:16])[C:10]([O:12][CH2:13][CH3:14])=[O:11].[C:17]([O:21][C:22]([CH2:24][NH:25][CH:26]([CH2:30][C:31]1[CH:36]=[CH:35][CH:34]=[CH:33][CH:32]=1)[C:27](O)=[O:28])=[O:23])([CH3:20])([CH3:19])[CH3:18].C(N(C(C)C)C(C)C)C.CCN=C=NCCCN(C)C, predict the reaction product. The product is: [C:17]([O:21][C:22]([CH2:24][NH:25][CH:26]([CH2:30][C:31]1[CH:32]=[CH:33][CH:34]=[CH:35][CH:36]=1)[C:27]([CH2:16][NH:15][CH:9]([CH2:8][C:3]1[CH:4]=[CH:5][CH:6]=[CH:7][C:2]=1[I:1])[C:10]([O:12][CH2:13][CH3:14])=[O:11])=[O:28])=[O:23])([CH3:20])([CH3:18])[CH3:19]. (3) The product is: [C:25]([Si:12]([O:6][CH:1]1[CH2:5][CH:4]=[CH:3][CH2:2]1)([C:19]1[CH:24]=[CH:23][CH:22]=[CH:21][CH:20]=1)[C:13]1[CH:14]=[CH:15][CH:16]=[CH:17][CH:18]=1)([CH3:28])([CH3:26])[CH3:27]. Given the reactants [CH:1]1([OH:6])[CH2:5][CH:4]=[CH:3][CH2:2]1.N1C=CN=C1.[Si:12](Cl)([C:25]([CH3:28])([CH3:27])[CH3:26])([C:19]1[CH:24]=[CH:23][CH:22]=[CH:21][CH:20]=1)[C:13]1[CH:18]=[CH:17][CH:16]=[CH:15][CH:14]=1, predict the reaction product. (4) Given the reactants [CH3:1][O:2][C:3](=[O:15])[C:4]([N+:13]#[C-:14])=[C:5](Br)[C:6]1[CH:11]=[CH:10][CH:9]=[CH:8][CH:7]=1.[O:16]1[CH2:21][CH2:20][N:19]([C:22]2[CH:23]=[C:24]([CH:26]=[CH:27][CH:28]=2)[NH2:25])[CH2:18][CH2:17]1.C(N(CC)CC)C.C(=O)(O)[O-].[Na+], predict the reaction product. The product is: [CH3:1][O:2][C:3]([C:4]1[N:13]=[CH:14][N:25]([C:24]2[CH:26]=[CH:27][CH:28]=[C:22]([N:19]3[CH2:20][CH2:21][O:16][CH2:17][CH2:18]3)[CH:23]=2)[C:5]=1[C:6]1[CH:11]=[CH:10][CH:9]=[CH:8][CH:7]=1)=[O:15]. (5) Given the reactants [CH:1]1([N:6]2[CH2:12][CH2:11][C:10](=[O:13])[N:9]([CH3:14])[C:8]3[CH:15]=[N:16][C:17]([NH:19][C:20]4[CH:28]=[CH:27][C:23]([C:24]([OH:26])=O)=[CH:22][C:21]=4[O:29][CH3:30])=[N:18][C:7]2=3)[CH2:5][CH2:4][CH2:3][CH2:2]1.CN(C(ON1N=NC2C=CC=CC1=2)=[N+](C)C)C.[B-](F)(F)(F)F.CCN(C(C)C)C(C)C.[NH2:62][CH:63]1[CH2:68][CH2:67][N:66]([C:69]([O:71][C:72]([CH3:75])([CH3:74])[CH3:73])=[O:70])[CH2:65][CH2:64]1, predict the reaction product. The product is: [CH:1]1([N:6]2[CH2:12][CH2:11][C:10](=[O:13])[N:9]([CH3:14])[C:8]3[CH:15]=[N:16][C:17]([NH:19][C:20]4[CH:28]=[CH:27][C:23]([C:24]([NH:62][CH:63]5[CH2:64][CH2:65][N:66]([C:69]([O:71][C:72]([CH3:75])([CH3:74])[CH3:73])=[O:70])[CH2:67][CH2:68]5)=[O:26])=[CH:22][C:21]=4[O:29][CH3:30])=[N:18][C:7]2=3)[CH2:2][CH2:3][CH2:4][CH2:5]1. (6) Given the reactants [Br:1][C:2]1[CH:7]=[CH:6][C:5]([C:8](=[O:12])[CH:9]([F:11])[F:10])=[CH:4][CH:3]=1.[BH4-].[Na+], predict the reaction product. The product is: [Br:1][C:2]1[CH:3]=[CH:4][C:5]([CH:8]([OH:12])[CH:9]([F:11])[F:10])=[CH:6][CH:7]=1.